From a dataset of Reaction yield outcomes from USPTO patents with 853,638 reactions. Predict the reaction yield, written as a fraction of the theoretical maximum amount of product (1.0 means a 100% yield; for example, 0.34 means a 34% yield). (1) The reactants are C([O:3][C:4](=[O:24])[C:5]1[C:10]([O:11][C:12]2[CH:17]=[CH:16][CH:15]=[CH:14][CH:13]=2)=[CH:9][C:8]([N:18]2[CH2:23][CH2:22][O:21][CH2:20][CH2:19]2)=[N:7][CH:6]=1)C.CO.[OH-].[Na+]. The catalyst is O. The product is [N:18]1([C:8]2[CH:9]=[C:10]([O:11][C:12]3[CH:13]=[CH:14][CH:15]=[CH:16][CH:17]=3)[C:5]([C:4]([OH:24])=[O:3])=[CH:6][N:7]=2)[CH2:23][CH2:22][O:21][CH2:20][CH2:19]1. The yield is 0.770. (2) The reactants are [C:1]([C:5]1[C:10]([N+:11]([O-])=O)=[CH:9][C:8]([OH:14])=[C:7]([Cl:15])[CH:6]=1)([CH3:4])([CH3:3])[CH3:2]. The catalyst is CO.[Ni]. The product is [C:1]([C:5]1[C:10]([NH2:11])=[CH:9][C:8]([OH:14])=[C:7]([Cl:15])[CH:6]=1)([CH3:4])([CH3:2])[CH3:3]. The yield is 0.780. (3) The reactants are [Cl:1][C:2]1[N:11]=[CH:10][C:9]2[CH2:8][CH2:7][CH2:6][CH2:5][C:4]=2[N:3]=1.CC([O-])(C)C.[K+].[N:18](OC(C)(C)C)=[O:19]. The catalyst is C1COCC1.O. The product is [Cl:1][C:2]1[N:11]=[CH:10][C:9]2[CH2:8][CH2:7][CH2:6]/[C:5](=[N:18]\[OH:19])/[C:4]=2[N:3]=1. The yield is 0.360. (4) The reactants are [CH3:1][N:2]1[CH:7]=[C:6](B2OC(C)(C)C(C)(C)O2)[CH:5]=[C:4]([NH:17][C:18]2[S:19][C:20]([CH3:23])=[CH:21][N:22]=2)[C:3]1=[O:24].[C:25]([C:29]1[CH:30]=[C:31]2[C:36](=[C:37]([F:39])[CH:38]=1)[C:35](=[O:40])[N:34]([C:41]1[N:48]=[CH:47][CH:46]=[C:45](Cl)[C:42]=1[CH:43]=[O:44])[N:33]=[CH:32]2)([CH3:28])([CH3:27])[CH3:26].[O-]P([O-])([O-])=O.[K+].[K+].[K+].C([O-])(=O)C.[Na+]. The catalyst is C1C=CC(P(C2C=CC=CC=2)[C-]2C=CC=C2)=CC=1.C1C=CC(P(C2C=CC=CC=2)[C-]2C=CC=C2)=CC=1.Cl[Pd]Cl.[Fe+2].O.C(#N)C. The product is [C:25]([C:29]1[CH:30]=[C:31]2[C:36](=[C:37]([F:39])[CH:38]=1)[C:35](=[O:40])[N:34]([C:41]1[N:48]=[CH:47][CH:46]=[C:45]([C:6]3[CH:5]=[C:4]([NH:17][C:18]4[S:19][C:20]([CH3:23])=[CH:21][N:22]=4)[C:3](=[O:24])[N:2]([CH3:1])[CH:7]=3)[C:42]=1[CH:43]=[O:44])[N:33]=[CH:32]2)([CH3:28])([CH3:26])[CH3:27]. The yield is 0.550. (5) The reactants are [CH3:1][O:2][C:3](=[O:18])[CH2:4][C:5]1[C:13]2[C:8](=[CH:9][CH:10]=[CH:11][CH:12]=2)[N:7]([C:14]([O:16][CH3:17])=[O:15])[CH:6]=1.CN(C)P(=O)(N(C)C)N(C)C.C([N-]C(C)C)(C)C.[Li+].C1CCCCC1.Br[CH2:45][CH2:46][C:47]1[CH:52]=[CH:51][CH:50]=[CH:49][CH:48]=1. The catalyst is O1CCCC1. The product is [CH3:1][O:2][C:3](=[O:18])[CH:4]([CH2:45][CH2:46][C:47]1[CH:52]=[CH:51][CH:50]=[CH:49][CH:48]=1)[C:5]1[C:13]2[C:8](=[CH:9][CH:10]=[CH:11][CH:12]=2)[N:7]([C:14]([O:16][CH3:17])=[O:15])[CH:6]=1. The yield is 0.540. (6) The reactants are [Cl:1][C:2]1[N:10]=[C:9]2[C:5]([N:6]=[C:7]([CH2:12][CH:13]=O)[N:8]2[CH3:11])=[C:4]([N:15]2[CH2:20][CH2:19][O:18][CH2:17][CH2:16]2)[N:3]=1.[NH:21]1[CH2:24][CH:23]([C:25]([OH:28])([CH3:27])[CH3:26])[CH2:22]1.C(OC)(OC)OC.C(O)(=O)C.C(O[BH-](OC(=O)C)OC(=O)C)(=O)C.[Na+]. The catalyst is ClCCCl. The product is [Cl:1][C:2]1[N:10]=[C:9]2[C:5]([N:6]=[C:7]([CH2:12][CH2:13][N:21]3[CH2:24][CH:23]([C:25]([OH:28])([CH3:27])[CH3:26])[CH2:22]3)[N:8]2[CH3:11])=[C:4]([N:15]2[CH2:20][CH2:19][O:18][CH2:17][CH2:16]2)[N:3]=1. The yield is 0.230. (7) The reactants are [NH2:1][C:2]1[CH:7]=[C:6]([O:8][CH3:9])[CH:5]=[CH:4][C:3]=1[OH:10].[C:11]([O:15][C:16]([NH:18][CH:19]([C:21](O)=[O:22])[CH3:20])=[O:17])([CH3:14])([CH3:13])[CH3:12]. No catalyst specified. The product is [OH:10][C:3]1[CH:4]=[CH:5][C:6]([O:8][CH3:9])=[CH:7][C:2]=1[NH:1][C:21](=[O:22])[CH:19]([NH:18][C:16](=[O:17])[O:15][C:11]([CH3:13])([CH3:12])[CH3:14])[CH3:20]. The yield is 0.810. (8) The reactants are [N:1]1[CH:6]=[CH:5][C:4]([CH2:7][NH:8][C:9]2[N:17]=[C:16]3[C:12]([N:13]=[CH:14][N:15]3[CH2:18][C:19]3[CH:24]=[CH:23][C:22]([CH2:25][OH:26])=[CH:21][CH:20]=3)=[C:11]([NH2:27])[N:10]=2)=[CH:3][CH:2]=1.[Br:28]Br.C(=O)([O-])O.[Na+]. The catalyst is CO.C(Cl)(Cl)Cl.C(Cl)(Cl)Cl. The product is [Br:28][C:14]1[N:15]([CH2:18][C:19]2[CH:24]=[CH:23][C:22]([CH2:25][OH:26])=[CH:21][CH:20]=2)[C:16]2[C:12]([N:13]=1)=[C:11]([NH2:27])[N:10]=[C:9]([NH:8][CH2:7][C:4]1[CH:3]=[CH:2][N:1]=[CH:6][CH:5]=1)[N:17]=2. The yield is 0.980. (9) The reactants are [Cl:1][CH2:2][C:3]([C:5]1[CH:6]=[C:7]2[C:11](=[CH:12][CH:13]=1)[NH:10][C:9](=[O:14])[CH2:8]2)=O.C([SiH](CC)CC)C.O. The catalyst is FC(F)(F)C(O)=O. The product is [Cl:1][CH2:2][CH2:3][C:5]1[CH:6]=[C:7]2[C:11](=[CH:12][CH:13]=1)[NH:10][C:9](=[O:14])[CH2:8]2. The yield is 0.650. (10) The reactants are C(NC(C)C)(C)C.[CH2:8]([Li])[CH2:9][CH2:10][CH3:11].[N:13]1([C:19](=[O:25])[CH2:20][CH2:21][CH2:22][CH2:23][CH3:24])[CH2:18][CH2:17][CH2:16][CH2:15][CH2:14]1.BrCCCC.Cl. The catalyst is C(OCC)C.C1COCC1. The product is [CH2:8]([CH:20]([CH2:21][CH2:22][CH2:23][CH3:24])[C:19]([N:13]1[CH2:18][CH2:17][CH2:16][CH2:15][CH2:14]1)=[O:25])[CH2:9][CH2:10][CH3:11]. The yield is 0.480.